The task is: Predict the product of the given reaction.. This data is from Forward reaction prediction with 1.9M reactions from USPTO patents (1976-2016). (1) Given the reactants [N:1]1([C:6]2[CH:7]=[C:8]3[C:13](=[CH:14][CH:15]=2)[N:12]=[C:11]([C:16]2[CH:21]=[CH:20][CH:19]=[CH:18][CH:17]=2)[N:10]=[CH:9]3)[CH:5]=[CH:4][N:3]=[CH:2]1.[C:22]([OH:29])(=[O:28])/[CH:23]=[CH:24]\[C:25]([OH:27])=[O:26], predict the reaction product. The product is: [C:22]([OH:29])(=[O:28])/[CH:23]=[CH:24]\[C:25]([OH:27])=[O:26].[N:1]1([C:6]2[CH:7]=[C:8]3[C:13](=[CH:14][CH:15]=2)[N:12]=[C:11]([C:16]2[CH:21]=[CH:20][CH:19]=[CH:18][CH:17]=2)[N:10]=[CH:9]3)[CH:5]=[CH:4][N:3]=[CH:2]1. (2) Given the reactants [O:1]1[C:5]2[CH:6]=[CH:7][CH:8]=[CH:9][C:4]=2[N:3]=[C:2]1[C:10]1[CH:15]=[CH:14][C:13]([CH2:16][C:17]#[N:18])=[C:12]([Cl:19])[CH:11]=1.C[Si]([N-][Si](C)(C)C)(C)C.[Na+].Br[CH2:31][CH2:32][CH2:33][CH2:34]Br, predict the reaction product. The product is: [O:1]1[C:5]2[CH:6]=[CH:7][CH:8]=[CH:9][C:4]=2[N:3]=[C:2]1[C:10]1[CH:15]=[CH:14][C:13]([C:16]2([C:17]#[N:18])[CH2:34][CH2:33][CH2:32][CH2:31]2)=[C:12]([Cl:19])[CH:11]=1. (3) Given the reactants [OH:1][C@@H:2]([C:24]1[CH:29]=[CH:28][CH:27]=[CH:26][CH:25]=1)[CH2:3][NH:4][C:5]1[CH:10]=[CH:9][NH:8][C:7](=[O:11])[C:6]=1[C:12]1[NH:13][C:14]2[C:20]([C:21](O)=[O:22])=[CH:19][CH:18]=[CH:17][C:15]=2[N:16]=1.[CH2:30]([NH2:37])[C:31]1[CH:36]=[CH:35][CH:34]=[CH:33][CH:32]=1.CCN(C(C)C)C(C)C.CN(C(ON1N=NC2C=CC=NC1=2)=[N+](C)C)C.F[P-](F)(F)(F)(F)F.FC1C=C(C=CC=1)CNC(C1C2NC(C3C(=O)NC=CC=3NC[C@@H](O)C3C=CC=CC=3)=NC=2C=CC=1)=O, predict the reaction product. The product is: [CH2:30]([NH:37][C:21]([C:20]1[C:14]2[NH:13][C:12]([C:6]3[C:7](=[O:11])[NH:8][CH:9]=[CH:10][C:5]=3[NH:4][CH2:3][C@@H:2]([OH:1])[C:24]3[CH:29]=[CH:28][CH:27]=[CH:26][CH:25]=3)=[N:16][C:15]=2[CH:17]=[CH:18][CH:19]=1)=[O:22])[C:31]1[CH:36]=[CH:35][CH:34]=[CH:33][CH:32]=1.